Dataset: TCR-epitope binding with 47,182 pairs between 192 epitopes and 23,139 TCRs. Task: Binary Classification. Given a T-cell receptor sequence (or CDR3 region) and an epitope sequence, predict whether binding occurs between them. (1) The epitope is ALSKGVHFV. The TCR CDR3 sequence is CSVEGDPDTQYF. Result: 1 (the TCR binds to the epitope). (2) The epitope is KAYNVTQAF. Result: 1 (the TCR binds to the epitope). The TCR CDR3 sequence is CASSPMDQGLSLSTDTQYF. (3) The epitope is NLSALGIFST. The TCR CDR3 sequence is CASSPEGGAIVAPEAFF. Result: 1 (the TCR binds to the epitope).